Dataset: Reaction yield outcomes from USPTO patents with 853,638 reactions. Task: Predict the reaction yield, written as a fraction of the theoretical maximum amount of product (1.0 means a 100% yield; for example, 0.34 means a 34% yield). (1) The reactants are [NH:1]1[CH:5]=[CH:4][N:3]=[C:2]1[C:6]([OH:8])=O.[NH2:9][C:10]1[C:11]([CH3:16])=[CH:12][CH:13]=[CH:14][CH:15]=1.C1C=CC2N(O)N=NC=2C=1.O. The catalyst is CN(C=O)C. The product is [C:11]1([CH3:16])[CH:12]=[CH:13][CH:14]=[CH:15][C:10]=1[NH:9][C:6]([C:2]1[NH:1][CH:5]=[CH:4][N:3]=1)=[O:8]. The yield is 0.990. (2) The reactants are Br[C:2]1[CH:11]=[CH:10][C:9]2[C:4](=[CH:5][CH:6]=[CH:7][CH:8]=2)[CH:3]=1.[Li]CCCC.[CH2:17]([O:24][C:25]1[CH:30]=[CH:29][C:28]([C:31]2[CH:39]=[C:38]3[C:34]([C:35](I)=[N:36][N:37]3[S:40]([C:43]3[C:48]([CH3:49])=[CH:47][C:46]([CH3:50])=[CH:45][C:44]=3[CH3:51])(=[O:42])=[O:41])=[CH:33][CH:32]=2)=[CH:27][C:26]=1[O:53][CH3:54])[C:18]1[CH:23]=[CH:22][CH:21]=[CH:20][CH:19]=1.C(=O)(O)[O-].[Na+]. The catalyst is C1COCC1.C1C=CC([P]([Pd]([P](C2C=CC=CC=2)(C2C=CC=CC=2)C2C=CC=CC=2)([P](C2C=CC=CC=2)(C2C=CC=CC=2)C2C=CC=CC=2)[P](C2C=CC=CC=2)(C2C=CC=CC=2)C2C=CC=CC=2)(C2C=CC=CC=2)C2C=CC=CC=2)=CC=1. The product is [CH2:17]([O:24][C:25]1[CH:30]=[CH:29][C:28]([C:31]2[CH:39]=[C:38]3[C:34]([C:35]([C:2]4[CH:11]=[CH:10][C:9]5[C:4](=[CH:5][CH:6]=[CH:7][CH:8]=5)[CH:3]=4)=[N:36][N:37]3[S:40]([C:43]3[C:48]([CH3:49])=[CH:47][C:46]([CH3:50])=[CH:45][C:44]=3[CH3:51])(=[O:42])=[O:41])=[CH:33][CH:32]=2)=[CH:27][C:26]=1[O:53][CH3:54])[C:18]1[CH:23]=[CH:22][CH:21]=[CH:20][CH:19]=1. The yield is 0.700. (3) The yield is 0.710. The catalyst is COCCOC.O. The product is [NH2:1][C:2]1[C:3]([C:18]([NH:31][C:32]2[CH:37]=[CH:36][CH:35]=[CH:34][CH:33]=2)=[O:20])=[N:4][C:5]([C:8]2[CH:9]=[CH:10][C:11]([S:14]([CH3:17])(=[O:15])=[O:16])=[CH:12][CH:13]=2)=[CH:6][N:7]=1. The reactants are [NH2:1][C:2]1[C:3]([C:18]([OH:20])=O)=[N:4][C:5]([C:8]2[CH:13]=[CH:12][C:11]([S:14]([CH3:17])(=[O:16])=[O:15])=[CH:10][CH:9]=2)=[CH:6][N:7]=1.C(OP(C#N)(OCC)=O)C.[NH2:31][C:32]1[CH:37]=[CH:36][CH:35]=[CH:34][CH:33]=1.C(N(CC)CC)C. (4) The reactants are Br[C:2]1[CH:3]=[CH:4][C:5]2[N:6]([CH2:15][CH2:16][CH2:17][CH2:18][CH2:19][CH2:20][CH2:21][CH3:22])[C:7]3[C:12]([C:13]=2[CH:14]=1)=[CH:11][CH:10]=[CH:9][CH:8]=3.C([Li])CCC.C(O[B:32]1[O:36][C:35]([CH3:38])([CH3:37])[C:34]([CH3:40])([CH3:39])[O:33]1)(C)C. The catalyst is O1CCCC1. The product is [CH3:39][C:34]1([CH3:40])[C:35]([CH3:38])([CH3:37])[O:36][B:32]([C:2]2[CH:3]=[CH:4][C:5]3[N:6]([CH2:15][CH2:16][CH2:17][CH2:18][CH2:19][CH2:20][CH2:21][CH3:22])[C:7]4[C:12]([C:13]=3[CH:14]=2)=[CH:11][CH:10]=[CH:9][CH:8]=4)[O:33]1. The yield is 0.810. (5) The reactants are [C:1]([NH:4][C:5]1[CH:6]=[C:7]([C:11]2[CH:16]=[N:15][CH:14]=[C:13](Cl)[N:12]=2)[CH:8]=[CH:9][CH:10]=1)(=[O:3])[CH3:2].[CH2:18]1[O:27][C:26]2[CH:25]=[CH:24][C:22]([NH2:23])=[CH:21][C:20]=2[O:19]1. No catalyst specified. The product is [CH2:18]1[O:27][C:26]2[CH:25]=[CH:24][C:22]([NH:23][C:13]3[CH:14]=[N:15][CH:16]=[C:11]([C:7]4[CH:8]=[CH:9][CH:10]=[C:5]([NH:4][C:1](=[O:3])[CH3:2])[CH:6]=4)[N:12]=3)=[CH:21][C:20]=2[O:19]1. The yield is 0.290. (6) The reactants are [N:1]1[C:8]([Cl:9])=[N:7][C:5]([Cl:6])=[N:4][C:2]=1Cl.Cl[C:11]1[CH:12]=[C:13]([CH:16]=[CH:17][C:18]=1[NH2:19])[O:14][CH3:15].[OH-].[Na+].[ClH:22]. The catalyst is CC(C)=O. The product is [Cl:22][C:12]1[CH:11]=[C:18]([NH:19][C:2]2[N:1]=[C:8]([Cl:9])[N:7]=[C:5]([Cl:6])[N:4]=2)[CH:17]=[CH:16][C:13]=1[O:14][CH3:15]. The yield is 0.960.